This data is from Full USPTO retrosynthesis dataset with 1.9M reactions from patents (1976-2016). The task is: Predict the reactants needed to synthesize the given product. (1) Given the product [Br:12][C:13]1[CH:18]=[C:17]([N:1]2[CH:5]=[CH:4][C:3]([C:6]3[CH:11]=[CH:10][CH:9]=[CH:8][N:7]=3)=[CH:2]2)[CH:16]=[C:15]([F:20])[CH:14]=1, predict the reactants needed to synthesize it. The reactants are: [NH:1]1[CH:5]=[CH:4][C:3]([C:6]2[CH:11]=[CH:10][CH:9]=[CH:8][N:7]=2)=[CH:2]1.[Br:12][C:13]1[CH:18]=[C:17](F)[CH:16]=[C:15]([F:20])[CH:14]=1.C(=O)([O-])[O-].[K+].[K+]. (2) Given the product [Cl:1][C:2]1[N:3]=[C:4]2[C@@H:10]([CH2:11][CH2:12][OH:13])[O:9][C@H:8]([C:17]3[CH:22]=[CH:21][CH:20]=[C:19]([O:23][CH3:24])[C:18]=3[O:25][CH3:26])[C:7]3[CH:27]=[C:28]([Cl:31])[CH:29]=[CH:30][C:6]=3[N:5]2[CH:32]=1, predict the reactants needed to synthesize it. The reactants are: [Cl:1][C:2]1[N:3]=[C:4]2[C@@H:10]([CH2:11][CH:12]3OCC[O:13]3)[O:9][C@H:8]([C:17]3[CH:22]=[CH:21][CH:20]=[C:19]([O:23][CH3:24])[C:18]=3[O:25][CH3:26])[C:7]3[CH:27]=[C:28]([Cl:31])[CH:29]=[CH:30][C:6]=3[N:5]2[CH:32]=1.Cl(O)(=O)(=O)=O. (3) Given the product [CH3:25][O:26][C:27]([C:29]1[CH:38]=[C:37]([O:39][CH2:40][C:41]2[CH:46]=[CH:45][CH:44]=[CH:43][CH:42]=2)[C:36]2[C:31](=[C:32]([C:48]#[N:49])[CH:33]=[C:34]([C:14]#[C:13][C:12]3[CH:7]=[CH:8][CH:9]=[CH:10][CH:11]=3)[CH:35]=2)[N:30]=1)=[O:28], predict the reactants needed to synthesize it. The reactants are: COC(C1[CH:14]=[C:13](O)[C:12]2[C:7](=[C:8](OCC3C=CC=CC=3)[CH:9]=[C:10](Br)[CH:11]=2)N=1)=O.[CH3:25][O:26][C:27]([C:29]1[CH:38]=[C:37]([O:39][CH2:40][C:41]2[CH:46]=[CH:45][CH:44]=[CH:43][CH:42]=2)[C:36]2[C:31](=[C:32]([C:48]#[N:49])[CH:33]=[C:34](Br)[CH:35]=2)[N:30]=1)=[O:28]. (4) Given the product [CH2:1]([O:8][C:9]1[CH:10]=[C:11]2[C:16](=[CH:17][C:18]=1[O:19][CH3:20])[CH:15](/[CH:21]=[CH:22]/[C:23]1[CH:28]=[C:27]([O:29][CH2:30][C:31]3[CH:32]=[CH:33][CH:34]=[CH:35][CH:36]=3)[C:26]([O:37][CH3:38])=[CH:25][C:24]=1[CH3:39])[N:14]([C:46]([C:41]1[CH:42]=[N:43][CH:44]=[CH:45][N:40]=1)=[O:47])[CH2:13][CH2:12]2)[C:2]1[CH:7]=[CH:6][CH:5]=[CH:4][CH:3]=1, predict the reactants needed to synthesize it. The reactants are: [CH2:1]([O:8][C:9]1[CH:10]=[C:11]2[C:16](=[CH:17][C:18]=1[O:19][CH3:20])[CH:15](/[CH:21]=[CH:22]/[C:23]1[CH:28]=[C:27]([O:29][CH2:30][C:31]3[CH:36]=[CH:35][CH:34]=[CH:33][CH:32]=3)[C:26]([O:37][CH3:38])=[CH:25][C:24]=1[CH3:39])[NH:14][CH2:13][CH2:12]2)[C:2]1[CH:7]=[CH:6][CH:5]=[CH:4][CH:3]=1.[N:40]1[CH:45]=[CH:44][N:43]=[CH:42][C:41]=1[C:46](O)=[O:47].CCN(C(C)C)C(C)C.CN(C(ON1N=NC2C=CC=NC1=2)=[N+](C)C)C.F[P-](F)(F)(F)(F)F. (5) Given the product [CH3:13][O:14][CH2:15][CH2:16][O:1][C:2]1[C:11]([O:12][CH2:25][CH2:24][O:27][CH3:28])=[CH:10][CH:9]=[CH:8][C:3]=1[C:4]([O:6][CH3:7])=[O:5], predict the reactants needed to synthesize it. The reactants are: [OH:1][C:2]1[C:11]([OH:12])=[CH:10][CH:9]=[CH:8][C:3]=1[C:4]([O:6][CH3:7])=[O:5].[CH3:13][O:14][CH2:15][CH2:16]Br.C(=O)([O-])[O-].[K+].[K+].[C:24]([O:27][CH2:28]C)(=O)[CH3:25].